Dataset: Full USPTO retrosynthesis dataset with 1.9M reactions from patents (1976-2016). Task: Predict the reactants needed to synthesize the given product. (1) The reactants are: C(OC(=O)[N:7]([CH:24]1[CH2:29][CH2:28][N:27]([CH2:30][C:31]2[CH:36]=[CH:35][CH:34]=[CH:33][CH:32]=2)[CH2:26][CH2:25]1)[CH2:8][C:9]1[N:10]=[C:11]([CH2:22][OH:23])[N:12](COCC[Si](C)(C)C)[CH:13]=1)(C)(C)C.C(O)(C(F)(F)F)=O.C(=O)([O-])O.[Na+]. Given the product [CH2:30]([N:27]1[CH2:28][CH2:29][CH:24]([NH:7][CH2:8][C:9]2[N:10]=[C:11]([CH2:22][OH:23])[NH:12][CH:13]=2)[CH2:25][CH2:26]1)[C:31]1[CH:32]=[CH:33][CH:34]=[CH:35][CH:36]=1, predict the reactants needed to synthesize it. (2) Given the product [CH2:1]([O:8][C:9]1[CH:14]=[CH:13][C:12]([O:15][CH2:16][C@@H:17]([OH:19])[CH2:18][NH:43][CH2:42][CH:33]2[CH2:34][CH2:35][C:36]3[C:41](=[CH:40][CH:39]=[CH:38][CH:37]=3)[CH2:32]2)=[CH:11][C:10]=1[NH:20][S:21]([CH3:24])(=[O:22])=[O:23])[C:2]1[CH:3]=[CH:4][CH:5]=[CH:6][CH:7]=1, predict the reactants needed to synthesize it. The reactants are: [CH2:1]([O:8][C:9]1[CH:14]=[CH:13][C:12]([O:15][CH2:16][C@H:17]2[O:19][CH2:18]2)=[CH:11][C:10]=1[N:20](C(OC(C)(C)C)=O)[S:21]([CH3:24])(=[O:23])=[O:22])[C:2]1[CH:7]=[CH:6][CH:5]=[CH:4][CH:3]=1.[CH2:32]1[C:41]2[C:36](=[CH:37][CH:38]=[CH:39][CH:40]=2)[CH2:35][CH2:34][CH:33]1[CH2:42][NH2:43].Cl. (3) Given the product [OH:17][CH2:16][C:14]1[S:15][C:11]([NH:10][C:8](=[O:9])[O:7][C:3]([CH3:5])([CH3:4])[CH3:6])=[CH:12][N:13]=1, predict the reactants needed to synthesize it. The reactants are: [BH4-].[Na+].[C:3]([O:7][C:8]([NH:10][C:11]1[S:15][C:14]([C:16](OCC)=[O:17])=[N:13][CH:12]=1)=[O:9])([CH3:6])([CH3:5])[CH3:4]. (4) Given the product [CH2:1]([O:8][CH2:9][C@H:10]([NH:11][C:12](=[O:13])[O:14][C:15]([CH3:17])([CH3:16])[CH3:18])[CH2:19][OH:20])[C:2]1[CH:3]=[CH:4][CH:5]=[CH:6][CH:7]=1, predict the reactants needed to synthesize it. The reactants are: [CH2:1]([O:8][CH2:9][C@@H:10]([C:19](ON1C(=O)CCC1=O)=[O:20])[NH:11][C:12]([O:14][C:15]([CH3:18])([CH3:17])[CH3:16])=[O:13])[C:2]1[CH:7]=[CH:6][CH:5]=[CH:4][CH:3]=1.[BH4-].[Na+].O.